Predict the reaction yield, written as a fraction of the theoretical maximum amount of product (1.0 means a 100% yield; for example, 0.34 means a 34% yield). From a dataset of Reaction yield outcomes from USPTO patents with 853,638 reactions. (1) The reactants are [Br:1][C:2]1[CH:7]=[CH:6][C:5]([C:8]2[CH:13]=[CH:12][C:11]([Cl:14])=[CH:10][CH:9]=2)=[CH:4][C:3]=1I.C([Mg]Br)(C)C.CN(C)[CH:23]=[O:24]. The catalyst is C(OCC)C.O1CCCC1. The product is [Br:1][C:2]1[CH:7]=[CH:6][C:5]([C:8]2[CH:13]=[CH:12][C:11]([Cl:14])=[CH:10][CH:9]=2)=[CH:4][C:3]=1[CH:23]=[O:24]. The yield is 0.750. (2) The reactants are Br[C:2]1[C:3]2[C:8]([C:9]3[CH:10]=[CH:11][CH:12]=[CH:13][C:14]=3[CH:15]=1)=[CH:7][CH:6]=[CH:5][CH:4]=2.[CH:16]([C:18]1[CH:23]=[CH:22][CH:21]=[CH:20][C:19]=1B(O)O)=[O:17].C(=O)([O-])[O-].[Na+].[Na+]. The catalyst is COC. The product is [CH:16]([C:18]1[CH:23]=[CH:22][CH:21]=[CH:20][C:19]=1[C:2]1[C:3]2[C:8]([C:9]3[CH:10]=[CH:11][CH:12]=[CH:13][C:14]=3[CH:15]=1)=[CH:7][CH:6]=[CH:5][CH:4]=2)=[O:17]. The yield is 0.890. (3) The reactants are [Cl:1][CH2:2][C:3]([NH:5][C:6]1[CH:10]=[CH:9][O:8][N:7]=1)=[O:4].[CH3:11][O:12][C:13]1[N:18]=[CH:17][C:16]([CH:19]([NH:31][C:32]2[CH:33]=[C:34]([CH:40]=[CH:41][CH:42]=2)[C:35]([O:37][CH2:38][CH3:39])=[O:36])[C:20](=[O:30])[O:21][C@@H:22]2[CH:27]3[CH2:28][CH2:29][N:24]([CH2:25][CH2:26]3)[CH2:23]2)=[CH:15][CH:14]=1. The catalyst is CCOC(C)=O. The product is [Cl-:1].[CH2:38]([O:37][C:35]([C:34]1[CH:33]=[C:32]([NH:31][CH:19]([C:16]2[CH:17]=[N:18][C:13]([O:12][CH3:11])=[CH:14][CH:15]=2)[C:20]([O:21][C@@H:22]2[CH:27]3[CH2:28][CH2:29][N+:24]([CH2:2][C:3]([NH:5][C:6]4[CH:10]=[CH:9][O:8][N:7]=4)=[O:4])([CH2:25][CH2:26]3)[CH2:23]2)=[O:30])[CH:42]=[CH:41][CH:40]=1)=[O:36])[CH3:39]. The yield is 0.384.